This data is from NCI-60 drug combinations with 297,098 pairs across 59 cell lines. The task is: Regression. Given two drug SMILES strings and cell line genomic features, predict the synergy score measuring deviation from expected non-interaction effect. (1) Drug 1: CN1C2=C(C=C(C=C2)N(CCCl)CCCl)N=C1CCCC(=O)O.Cl. Drug 2: CC12CCC3C(C1CCC2O)C(CC4=C3C=CC(=C4)O)CCCCCCCCCS(=O)CCCC(C(F)(F)F)(F)F. Cell line: HS 578T. Synergy scores: CSS=3.96, Synergy_ZIP=-2.60, Synergy_Bliss=-2.67, Synergy_Loewe=-5.25, Synergy_HSA=-3.28. (2) Drug 1: C1=NC2=C(N=C(N=C2N1C3C(C(C(O3)CO)O)O)F)N. Drug 2: CC1=C(C(=CC=C1)Cl)NC(=O)C2=CN=C(S2)NC3=CC(=NC(=N3)C)N4CCN(CC4)CCO. Cell line: DU-145. Synergy scores: CSS=7.47, Synergy_ZIP=2.57, Synergy_Bliss=6.48, Synergy_Loewe=-1.68, Synergy_HSA=-1.77. (3) Drug 1: CC1=C(C=C(C=C1)NC(=O)C2=CC=C(C=C2)CN3CCN(CC3)C)NC4=NC=CC(=N4)C5=CN=CC=C5. Drug 2: CCC1(CC2CC(C3=C(CCN(C2)C1)C4=CC=CC=C4N3)(C5=C(C=C6C(=C5)C78CCN9C7C(C=CC9)(C(C(C8N6C)(C(=O)OC)O)OC(=O)C)CC)OC)C(=O)OC)O.OS(=O)(=O)O. Cell line: OVCAR3. Synergy scores: CSS=-2.32, Synergy_ZIP=15.5, Synergy_Bliss=14.8, Synergy_Loewe=12.9, Synergy_HSA=12.6. (4) Drug 1: C1=CC(=CC=C1CCC2=CNC3=C2C(=O)NC(=N3)N)C(=O)NC(CCC(=O)O)C(=O)O. Drug 2: C1=CC=C(C=C1)NC(=O)CCCCCCC(=O)NO. Cell line: NCI-H522. Synergy scores: CSS=40.9, Synergy_ZIP=-5.58, Synergy_Bliss=2.55, Synergy_Loewe=-14.6, Synergy_HSA=3.00. (5) Drug 1: CC1=CC2C(CCC3(C2CCC3(C(=O)C)OC(=O)C)C)C4(C1=CC(=O)CC4)C. Drug 2: COC1=NC(=NC2=C1N=CN2C3C(C(C(O3)CO)O)O)N. Cell line: NCIH23. Synergy scores: CSS=-1.38, Synergy_ZIP=2.62, Synergy_Bliss=-0.613, Synergy_Loewe=-4.65, Synergy_HSA=-3.98.